The task is: Predict the product of the given reaction.. This data is from Forward reaction prediction with 1.9M reactions from USPTO patents (1976-2016). (1) Given the reactants [H-].[Na+].[Br:3][C:4]1[CH:5]=[CH:6][C:7]([Cl:11])=[C:8]([CH:10]=1)[NH2:9].[CH2:12](Br)[C:13]1[CH:18]=[CH:17][CH:16]=[CH:15][CH:14]=1, predict the reaction product. The product is: [CH2:12]([N:9]([CH2:12][C:13]1[CH:18]=[CH:17][CH:16]=[CH:15][CH:14]=1)[C:8]1[CH:10]=[C:4]([Br:3])[CH:5]=[CH:6][C:7]=1[Cl:11])[C:13]1[CH:18]=[CH:17][CH:16]=[CH:15][CH:14]=1. (2) Given the reactants [F:1][CH:2]1[CH2:8][CH2:7][NH:6][CH2:5][CH2:4][CH:3]1[NH:9][C:10](=[O:16])[O:11][C:12]([CH3:15])([CH3:14])[CH3:13].CCN(C(C)C)C(C)C.Cl[C:27]1[N:31]([CH3:32])[N:30]=[CH:29][C:28]=1[N+:33]([O-:35])=[O:34], predict the reaction product. The product is: [F:1][CH:2]1[CH2:8][CH2:7][N:6]([C:27]2[N:31]([CH3:32])[N:30]=[CH:29][C:28]=2[N+:33]([O-:35])=[O:34])[CH2:5][CH2:4][CH:3]1[NH:9][C:10](=[O:16])[O:11][C:12]([CH3:13])([CH3:15])[CH3:14]. (3) The product is: [Cl:19][C:20]1[CH:28]=[CH:27][CH:26]=[CH:25][C:21]=1[C:22]([NH:8][C:5]1[CH:6]=[CH:7][C:2]([Cl:1])=[C:3]([C:9]2[O:10][C:11]3[CH:17]=[CH:16][C:15]([CH3:18])=[CH:14][C:12]=3[N:13]=2)[CH:4]=1)=[O:23]. Given the reactants [Cl:1][C:2]1[CH:7]=[CH:6][C:5]([NH2:8])=[CH:4][C:3]=1[C:9]1[O:10][C:11]2[CH:17]=[CH:16][C:15]([CH3:18])=[CH:14][C:12]=2[N:13]=1.[Cl:19][C:20]1[CH:28]=[CH:27][CH:26]=[CH:25][C:21]=1[C:22](Cl)=[O:23], predict the reaction product. (4) Given the reactants Br[C:2]1[N:7]=[C:6]([NH2:8])[CH:5]=[C:4]([O:9][CH3:10])[CH:3]=1.[Cu][C:12]#[N:13], predict the reaction product. The product is: [NH2:8][C:6]1[N:7]=[C:2]([C:12]#[N:13])[CH:3]=[C:4]([O:9][CH3:10])[CH:5]=1. (5) Given the reactants FC(F)(F)C(O)=O.[Cl:8][C:9]1[CH:14]=[CH:13][C:12]([C@H:15]2[N:22]3[C:18]([S:19][C:20]([C:26]([N:28]([CH3:42])[C@@H:29]4[C@@H:33]([OH:34])[CH2:32][N:31]([C:35](OC(C)(C)C)=O)[CH2:30]4)=[O:27])=[C:21]3[CH:23]([CH3:25])[CH3:24])=[N:17][C@:16]2([C:44]2[CH:49]=[CH:48][C:47]([Cl:50])=[CH:46][CH:45]=2)[CH3:43])=[CH:11][CH:10]=1.C(N(CC)CC)C.C=O.C(O)(=O)C.C(O[BH-](OC(=O)C)OC(=O)C)(=O)C.[Na+], predict the reaction product. The product is: [Cl:8][C:9]1[CH:10]=[CH:11][C:12]([C@H:15]2[N:22]3[C:18]([S:19][C:20]([C:26]([N:28]([C@@H:29]4[C@@H:33]([OH:34])[CH2:32][N:31]([CH3:35])[CH2:30]4)[CH3:42])=[O:27])=[C:21]3[CH:23]([CH3:24])[CH3:25])=[N:17][C@:16]2([C:44]2[CH:45]=[CH:46][C:47]([Cl:50])=[CH:48][CH:49]=2)[CH3:43])=[CH:13][CH:14]=1. (6) Given the reactants N[C:2]([CH2:6][O:7][C:8]1[CH:13]=[CH:12][C:11]([Cl:14])=[CH:10][CH:9]=1)([CH3:5])[C:3]#[N:4].[Cl:15][C:16]1[CH:21]=[CH:20][C:19]([CH2:22][S:23](Cl)(=[O:25])=[O:24])=[CH:18][CH:17]=1.N1(C2CCCCCCC2)CCCCCCN1, predict the reaction product. The product is: [Cl:14][C:11]1[CH:12]=[CH:13][C:8]([O:7][CH2:6][C:2]([S:23]([CH2:22][C:19]2[CH:20]=[CH:21][C:16]([Cl:15])=[CH:17][CH:18]=2)(=[O:24])=[O:25])([CH3:5])[C:3]#[N:4])=[CH:9][CH:10]=1.